From a dataset of Experimentally validated miRNA-target interactions with 360,000+ pairs, plus equal number of negative samples. Binary Classification. Given a miRNA mature sequence and a target amino acid sequence, predict their likelihood of interaction. The miRNA is cel-miR-250-3p with sequence AAUCACAGUCAACUGUUGGC. The protein sequence of the target gene is MLRFLRRTFGRRSMQRYARGAAGRGAAGLGDERDGGPRGGPAAAASSSALPAAPGGSVFPAGGGPLLTGGAAVHISAAGAAKATLYCRVFLLDGTEVSVDLPKHAKGQDLFDQIVYHLDLVETDYFGLQFLDSAQVAHWLDHAKPIKKQMKIGPAYALHFRVKYYSSEPNNLREEFTRYLFVLQLRHDILSGKLKCPYETAVELAALCLQAELGECELPEHTPELVSEFRFIPNQTEAMEFDIFQRWKECRGKSPAQAELSYLNKAKWLEMYGVDMHVVRGRDGCEYSLGLTPTGILIFE.... Result: 0 (no interaction).